From a dataset of Reaction yield outcomes from USPTO patents with 853,638 reactions. Predict the reaction yield, written as a fraction of the theoretical maximum amount of product (1.0 means a 100% yield; for example, 0.34 means a 34% yield). The reactants are Cl[C:2]1[CH:3]=[CH:4][C:5]2[N:6]([C:8]([C:11]([F:14])([F:13])[F:12])=[N:9][N:10]=2)[N:7]=1.[O:15]([CH2:22][CH:23]1[CH2:28][CH2:27][CH2:26][NH:25][CH2:24]1)[C:16]1[CH:21]=[CH:20][CH:19]=[CH:18][CH:17]=1. No catalyst specified. The product is [O:15]([CH2:22][CH:23]1[CH2:28][CH2:27][CH2:26][N:25]([C:2]2[CH:3]=[CH:4][C:5]3[N:6]([C:8]([C:11]([F:14])([F:13])[F:12])=[N:9][N:10]=3)[N:7]=2)[CH2:24]1)[C:16]1[CH:21]=[CH:20][CH:19]=[CH:18][CH:17]=1. The yield is 0.600.